Dataset: NCI-60 drug combinations with 297,098 pairs across 59 cell lines. Task: Regression. Given two drug SMILES strings and cell line genomic features, predict the synergy score measuring deviation from expected non-interaction effect. (1) Drug 1: CC1=CC2C(CCC3(C2CCC3(C(=O)C)OC(=O)C)C)C4(C1=CC(=O)CC4)C. Drug 2: C1C(C(OC1N2C=NC3=C(N=C(N=C32)Cl)N)CO)O. Cell line: OVCAR-4. Synergy scores: CSS=-3.22, Synergy_ZIP=7.02, Synergy_Bliss=-0.257, Synergy_Loewe=-2.86, Synergy_HSA=-3.15. (2) Drug 2: CC(C)NC(=O)C1=CC=C(C=C1)CNNC.Cl. Drug 1: CN(CCCl)CCCl.Cl. Cell line: EKVX. Synergy scores: CSS=3.83, Synergy_ZIP=-0.382, Synergy_Bliss=2.52, Synergy_Loewe=-0.464, Synergy_HSA=0.335. (3) Drug 1: C1=CN(C(=O)N=C1N)C2C(C(C(O2)CO)O)O.Cl. Drug 2: CCC1(CC2CC(C3=C(CCN(C2)C1)C4=CC=CC=C4N3)(C5=C(C=C6C(=C5)C78CCN9C7C(C=CC9)(C(C(C8N6C=O)(C(=O)OC)O)OC(=O)C)CC)OC)C(=O)OC)O.OS(=O)(=O)O. Cell line: DU-145. Synergy scores: CSS=52.3, Synergy_ZIP=-6.05, Synergy_Bliss=-4.53, Synergy_Loewe=-8.93, Synergy_HSA=-1.47.